This data is from Forward reaction prediction with 1.9M reactions from USPTO patents (1976-2016). The task is: Predict the product of the given reaction. (1) The product is: [Cl:51][CH2:52][CH2:53][C:54]([NH:8][C:9]1[CH:14]=[CH:13][CH:12]=[C:11]([N:15]2[C:20]3[N:21]=[C:22]([NH:25][C:26]4[CH:31]=[CH:30][C:29]([N:32]5[CH2:37][CH2:36][N:35]([CH3:38])[CH2:34][CH2:33]5)=[CH:28][C:27]=4[O:39][CH3:40])[N:23]=[CH:24][C:19]=3[CH:18]=[CH:17][C:16]2=[O:41])[CH:10]=1)=[O:55]. Given the reactants FC(F)(F)C(O)=O.[NH2:8][C:9]1[CH:10]=[C:11]([N:15]2[C:20]3[N:21]=[C:22]([NH:25][C:26]4[CH:31]=[CH:30][C:29]([N:32]5[CH2:37][CH2:36][N:35]([CH3:38])[CH2:34][CH2:33]5)=[CH:28][C:27]=4[O:39][CH3:40])[N:23]=[CH:24][C:19]=3[CH:18]=[CH:17][C:16]2=[O:41])[CH:12]=[CH:13][CH:14]=1.CCN(C(C)C)C(C)C.[Cl:51][CH2:52][CH2:53][C:54](Cl)=[O:55], predict the reaction product. (2) Given the reactants [N:1]1[CH:6]=[CH:5][CH:4]=[CH:3][C:2]=1[C:7]1[O:11][CH:10]=[N:9][CH:8]=1.[Br:12][CH2:13][CH2:14][CH2:15][CH2:16][C:17](Cl)=[O:18], predict the reaction product. The product is: [Br:12][CH2:13][CH2:14][CH2:15][CH2:16][C:17]([C:10]1[O:11][C:7]([C:2]2[CH:3]=[CH:4][CH:5]=[CH:6][N:1]=2)=[CH:8][N:9]=1)=[O:18].